This data is from Full USPTO retrosynthesis dataset with 1.9M reactions from patents (1976-2016). The task is: Predict the reactants needed to synthesize the given product. (1) Given the product [Cl:21][C:18]1[CH:19]=[CH:20][C:15]([CH2:14][CH2:13][C:12]2[NH:7][CH2:6][CH2:5][N:8]=2)=[CH:16][CH:17]=1, predict the reactants needed to synthesize it. The reactants are: C[Al](C)C.[CH2:5]([NH2:8])[CH2:6][NH2:7].C(O[C:12](=O)[CH2:13][CH2:14][C:15]1[CH:20]=[CH:19][C:18]([Cl:21])=[CH:17][CH:16]=1)C. (2) Given the product [Br:5][C:6]1[CH:7]=[C:8]2[C:9]([C:16]([C:18]3[C:19]([CH3:28])=[C:20]([O:24][C:25](=[O:27])[CH3:26])[CH:21]=[CH:22][CH:23]=3)=[O:17])=[CH:10][NH:11][C:12]2=[N:13][CH:14]=1, predict the reactants needed to synthesize it. The reactants are: [Cl-].[Cl-].[Cl-].[Al+3].[Br:5][C:6]1[CH:7]=[C:8]2[C:12](=[N:13][CH:14]=1)[NH:11][CH:10]=[CH:9]2.Cl[C:16]([C:18]1[C:19]([CH3:28])=[C:20]([O:24][C:25](=[O:27])[CH3:26])[CH:21]=[CH:22][CH:23]=1)=[O:17].O. (3) Given the product [Br:1][C:2]1[C:3]([S:19][CH:20]([CH3:24])[C:21]([OH:23])([CH3:25])[CH3:22])=[N:4][C:5]([NH:8][C:9]2[CH:10]=[CH:11][C:12]([S:15]([NH2:18])(=[O:17])=[O:16])=[N:13][CH:14]=2)=[N:6][CH:7]=1, predict the reactants needed to synthesize it. The reactants are: [Br:1][C:2]1[C:3]([S:19][CH:20]([CH3:24])[C:21](=[O:23])[CH3:22])=[N:4][C:5]([NH:8][C:9]2[CH:10]=[CH:11][C:12]([S:15]([NH2:18])(=[O:17])=[O:16])=[N:13][CH:14]=2)=[N:6][CH:7]=1.[CH3:25][Mg]Br. (4) Given the product [C:1]([NH:15][C:13](=[O:14])[C@H:8]([CH2:9][C:10](=[O:12])[NH2:11])[NH2:7])(=[O:4])[CH:2]=[CH2:3], predict the reactants needed to synthesize it. The reactants are: [C:1](Cl)(=[O:4])[CH:2]=[CH2:3].Cl.[NH2:7][C@H:8]([C:13]([NH2:15])=[O:14])[CH2:9][C:10](=[O:12])[NH2:11].C(=O)([O-])[O-].[K+].[K+].N[C@H](C(N)=O)CC(=O)N. (5) The reactants are: C([O:3][C:4](=[O:21])[CH2:5][CH2:6][CH2:7][CH2:8][C:9]([N:11]1[C:16]2[CH:17]=[CH:18][CH:19]=[CH:20][C:15]=2[O:14][CH2:13][CH2:12]1)=[O:10])C.[OH-].[Na+]. Given the product [O:14]1[C:15]2[CH:20]=[CH:19][CH:18]=[CH:17][C:16]=2[N:11]([C:9](=[O:10])[CH2:8][CH2:7][CH2:6][CH2:5][C:4]([OH:21])=[O:3])[CH2:12][CH2:13]1, predict the reactants needed to synthesize it. (6) Given the product [C:48]([NH:1][C:2]1[CH:7]=[CH:6][C:5]([NH:8][C:9]([CH:11]2[NH:15][CH:14]([CH2:16][C:17]([CH3:20])([CH3:19])[CH3:18])[C:13]3([C:28]4[C:23](=[CH:24][C:25]([Cl:29])=[CH:26][CH:27]=4)[NH:22][C:21]3=[O:30])[CH:12]2[C:31]2[CH:36]=[CH:35][CH:34]=[C:33]([Cl:37])[C:32]=2[F:38])=[O:10])=[C:4]([O:39][CH3:40])[CH:3]=1)(=[O:50])[CH3:49], predict the reactants needed to synthesize it. The reactants are: [NH2:1][C:2]1[CH:7]=[CH:6][C:5]([NH:8][C:9]([CH:11]2[NH:15][CH:14]([CH2:16][C:17]([CH3:20])([CH3:19])[CH3:18])[C:13]3([C:28]4[C:23](=[CH:24][C:25]([Cl:29])=[CH:26][CH:27]=4)[NH:22][C:21]3=[O:30])[CH:12]2[C:31]2[CH:36]=[CH:35][CH:34]=[C:33]([Cl:37])[C:32]=2[F:38])=[O:10])=[C:4]([O:39][CH3:40])[CH:3]=1.C(N(CC)CC)C.[C:48](Cl)(=[O:50])[CH3:49].